This data is from Full USPTO retrosynthesis dataset with 1.9M reactions from patents (1976-2016). The task is: Predict the reactants needed to synthesize the given product. (1) Given the product [CH:43]1([CH:7]([NH:19][C:20]2[N:25]=[CH:24][C:23]([C:26]([N:30]([CH3:29])[CH2:31][CH2:32][C:33]([O:35][CH2:36][CH3:37])=[O:34])=[O:28])=[CH:22][CH:21]=2)[C:8]2[O:9][C:10]3[CH:17]=[CH:16][C:15]([F:18])=[CH:14][C:11]=3[C:12]=2[CH3:13])[CH2:48][CH2:47][CH2:46][CH2:45][CH2:44]1, predict the reactants needed to synthesize it. The reactants are: C1([CH:7]([NH:19][C:20]2[N:25]=[CH:24][C:23]([C:26]([OH:28])=O)=[CH:22][CH:21]=2)[C:8]2[O:9][C:10]3[CH:17]=[CH:16][C:15]([F:18])=[CH:14][C:11]=3[C:12]=2[CH3:13])CCCCC1.[CH3:29][NH:30][CH2:31][CH2:32][C:33]([O:35][CH2:36][CH3:37])=[O:34].O.ON1[C:44]2[CH:45]=[CH:46][CH:47]=[CH:48][C:43]=2N=N1.Cl.C(N=C=NCCCN(C)C)C.[Cl-].[NH4+]. (2) Given the product [Br:1][C:2]1[CH:3]=[CH:4][C:5]([CH2:6][C:7]23[CH2:14][CH2:13][CH2:12][N:11]2[C:10](=[O:15])[N:9]([C:16]2[CH:21]=[C:20]([Cl:22])[C:19]([OH:23])=[C:18]([Cl:25])[CH:17]=2)[C:8]3=[O:26])=[CH:27][CH:28]=1, predict the reactants needed to synthesize it. The reactants are: [Br:1][C:2]1[CH:28]=[CH:27][C:5]([CH2:6][C:7]23[CH2:14][CH2:13][CH2:12][N:11]2[C:10](=[O:15])[N:9]([C:16]2[CH:21]=[C:20]([Cl:22])[C:19]([O:23]C)=[C:18]([Cl:25])[CH:17]=2)[C:8]3=[O:26])=[CH:4][CH:3]=1. (3) Given the product [CH2:17]([NH:19][C:2]1[C:11]([CH:12]=[O:13])=[CH:10][C:9]2[C:4](=[CH:5][C:6]([F:16])=[C:7]([O:14][CH3:15])[CH:8]=2)[N:3]=1)[CH3:18], predict the reactants needed to synthesize it. The reactants are: Cl[C:2]1[C:11]([CH:12]=[O:13])=[CH:10][C:9]2[C:4](=[CH:5][C:6]([F:16])=[C:7]([O:14][CH3:15])[CH:8]=2)[N:3]=1.[CH2:17]([NH2:19])[CH3:18]. (4) Given the product [Cl:8][C:6]1[N:7]=[C:2]([N:27]2[CH:31]=[CH:30][CH:29]=[N:28]2)[C:3](=[O:26])[N:4]([CH2:18][C:19]([F:25])([F:24])[C:20]([F:22])([F:23])[F:21])[C:5]=1[C:9]1[C:14]([F:15])=[CH:13][C:12]([F:16])=[CH:11][C:10]=1[F:17], predict the reactants needed to synthesize it. The reactants are: Cl[C:2]1[C:3](=[O:26])[N:4]([CH2:18][C:19]([F:25])([F:24])[C:20]([F:23])([F:22])[F:21])[C:5]([C:9]2[C:14]([F:15])=[CH:13][C:12]([F:16])=[CH:11][C:10]=2[F:17])=[C:6]([Cl:8])[N:7]=1.[NH:27]1[CH:31]=[CH:30][CH:29]=[N:28]1.CCCCCC.C(Cl)CCC. (5) Given the product [CH3:14][O:15][C:16](=[O:39])[C:17]1[CH:22]=[CH:21][CH:20]=[C:19]([CH2:23][N:24]2[C:32]3[C:37](=[CH:36][CH:35]=[CH:34][CH:33]=3)/[C:26](=[C:27](\[C:6]3[CH:7]=[CH:8][C:3]([C:2]([F:13])([F:12])[F:1])=[CH:4][CH:5]=3)/[CH:28]([CH3:30])[CH3:29])/[C:25]2=[O:31])[CH:18]=1, predict the reactants needed to synthesize it. The reactants are: [F:1][C:2]([F:13])([F:12])[C:3]1[CH:8]=[CH:7][C:6](B(O)O)=[CH:5][CH:4]=1.[CH3:14][O:15][C:16](=[O:39])[C:17]1[CH:22]=[CH:21][CH:20]=[C:19]([CH2:23][N:24]([C:32]2[CH:37]=[CH:36][CH:35]=[CH:34][C:33]=2I)[C:25](=[O:31])[C:26]#[C:27][CH:28]([CH3:30])[CH3:29])[CH:18]=1. (6) Given the product [CH3:12][O:13][C:14](=[O:34])[C:15]1[CH:20]=[CH:19][CH:18]=[C:17]([CH2:21][N:22]2[C:27](=[O:28])[CH:26]=[CH:25][C:24]([O:29][CH2:30][CH2:31][CH:32]3[CH2:33][O:6]3)=[N:23]2)[CH:16]=1, predict the reactants needed to synthesize it. The reactants are: ClC1C=C(C=CC=1)C(OO)=[O:6].[CH3:12][O:13][C:14](=[O:34])[C:15]1[CH:20]=[CH:19][CH:18]=[C:17]([CH2:21][N:22]2[C:27](=[O:28])[CH:26]=[CH:25][C:24]([O:29][CH2:30][CH2:31][CH:32]=[CH2:33])=[N:23]2)[CH:16]=1. (7) Given the product [CH:30]1([NH:29][C:27]([C@H:26]2[CH2:33][CH2:34][CH2:35][N:25]2[C:22]2[CH:21]=[CH:20][C:19]([NH:18][C:9]([NH2:10])=[NH:8])=[CH:24][CH:23]=2)=[O:28])[CH2:32][CH2:31]1, predict the reactants needed to synthesize it. The reactants are: C(OC([NH:8]/[C:9](/[NH:18][C:19]1[CH:24]=[CH:23][C:22]([N:25]2[CH2:35][CH2:34][CH2:33][C@@H:26]2[C:27]([NH:29][CH:30]2[CH2:32][CH2:31]2)=[O:28])=[CH:21][CH:20]=1)=[N:10]/C(OC(C)(C)C)=O)=O)(C)(C)C.C(Cl)Cl.C(O)(C(F)(F)F)=O.